Task: Predict the reaction yield, written as a fraction of the theoretical maximum amount of product (1.0 means a 100% yield; for example, 0.34 means a 34% yield).. Dataset: Reaction yield outcomes from USPTO patents with 853,638 reactions The reactants are [C:1]([C:5]1[CH:6]=[C:7]2[C:12](=[C:13]([F:15])[CH:14]=1)[C:11](=[O:16])[N:10]([C:17]1[CH:22]=[CH:21][CH:20]=[C:19]([C:23]3[CH:28]=[C:27]([NH:29][C:30]4[CH:35]=[N:34][C:33]([C@H:36]5[CH2:40][O:39]C(C)(C)[O:37]5)=[CH:32][N:31]=4)[C:26](=[O:43])[N:25]([CH3:44])[N:24]=3)[C:18]=1[CH2:45][OH:46])[N:9]=[CH:8]2)([CH3:4])([CH3:3])[CH3:2].Cl.[Cl-].[NH4+]. The catalyst is O1CCCC1. The product is [C:1]([C:5]1[CH:6]=[C:7]2[C:12](=[C:13]([F:15])[CH:14]=1)[C:11](=[O:16])[N:10]([C:17]1[CH:22]=[CH:21][CH:20]=[C:19]([C:23]3[CH:28]=[C:27]([NH:29][C:30]4[CH:35]=[N:34][C:33]([C@H:36]([OH:37])[CH2:40][OH:39])=[CH:32][N:31]=4)[C:26](=[O:43])[N:25]([CH3:44])[N:24]=3)[C:18]=1[CH2:45][OH:46])[N:9]=[CH:8]2)([CH3:4])([CH3:2])[CH3:3]. The yield is 0.170.